This data is from Forward reaction prediction with 1.9M reactions from USPTO patents (1976-2016). The task is: Predict the product of the given reaction. Given the reactants [H-].[Na+].[CH3:3][CH:4]([SH:6])[CH3:5].C([C:9]1[CH:10]=[C:11]([C:16]([NH:18][NH:19][C:20](=[O:29])[C:21]2[CH:26]=[CH:25][C:24]([Br:27])=[CH:23][C:22]=2[CH3:28])=O)C=[CH:13][C:14]=1F)#N.O.[CH3:31][N:32](C=O)C, predict the reaction product. The product is: [C:31]([C:14]1[CH:13]=[C:16]([NH:18][NH:19][C:20](=[O:29])[C:21]2[CH:26]=[CH:25][C:24]([Br:27])=[CH:23][C:22]=2[CH3:28])[CH:11]=[CH:10][C:9]=1[S:6][CH:4]([CH3:5])[CH3:3])#[N:32].